The task is: Predict the product of the given reaction.. This data is from Forward reaction prediction with 1.9M reactions from USPTO patents (1976-2016). (1) Given the reactants C([O:8][C@H:9]1[CH2:14][C@H:13]2[CH2:15][C@@H:10]1[CH2:11][C@@H:12]2[O:16][Si:17]([C:30]([CH3:33])([CH3:32])[CH3:31])([C:24]1[CH:29]=[CH:28][CH:27]=[CH:26][CH:25]=1)[C:18]1[CH:23]=[CH:22][CH:21]=[CH:20][CH:19]=1)C1C=CC=CC=1.[H][H], predict the reaction product. The product is: [Si:17]([O:16][C@H:12]1[CH2:11][C@H:10]2[CH2:15][C@@H:13]1[CH2:14][C@@H:9]2[OH:8])([C:30]([CH3:33])([CH3:31])[CH3:32])([C:24]1[CH:29]=[CH:28][CH:27]=[CH:26][CH:25]=1)[C:18]1[CH:23]=[CH:22][CH:21]=[CH:20][CH:19]=1. (2) Given the reactants [Cl:1][C:2]1[CH:7]=[CH:6][C:5]([C:8]2[N:12]([CH2:13][C:14]3[CH:15]=[C:16]([C:20]([O:22][CH3:23])=[O:21])[CH:17]=[CH:18][CH:19]=3)[C:11](=[O:24])[N:10]([CH2:25][C:26]([O:28]C)=O)[N:9]=2)=[CH:4][CH:3]=1.O.[NH2:31][NH2:32], predict the reaction product. The product is: [Cl:1][C:2]1[CH:7]=[CH:6][C:5]([C:8]2[N:12]([CH2:13][C:14]3[CH:15]=[C:16]([C:20]([O:22][CH3:23])=[O:21])[CH:17]=[CH:18][CH:19]=3)[C:11](=[O:24])[N:10]([CH2:25][C:26]([NH:31][NH2:32])=[O:28])[N:9]=2)=[CH:4][CH:3]=1. (3) Given the reactants C[O:2][C:3](=[O:40])[CH2:4][O:5][C:6]1[CH:39]=[CH:38][C:9]2[O:10][CH2:11][C:12]3[N:37]=[CH:36][CH:35]=[CH:34][C:13]=3[C:14](=[CH:15][CH2:16][CH2:17][N:18]3[CH2:23][CH2:22][C:21]([C:25]4[CH:30]=[CH:29][C:28]([Cl:31])=[CH:27][CH:26]=4)([OH:24])[C:20]([CH3:33])([CH3:32])[CH2:19]3)[C:8]=2[CH:7]=1.[OH-].[Na+], predict the reaction product. The product is: [Cl:31][C:28]1[CH:29]=[CH:30][C:25]([C:21]2([OH:24])[CH2:22][CH2:23][N:18]([CH2:17][CH2:16][CH:15]=[C:14]3[C:13]4[CH:34]=[CH:35][CH:36]=[N:37][C:12]=4[CH2:11][O:10][C:9]4[CH:38]=[CH:39][C:6]([O:5][CH2:4][C:3]([OH:40])=[O:2])=[CH:7][C:8]3=4)[CH2:19][C:20]2([CH3:32])[CH3:33])=[CH:26][CH:27]=1. (4) Given the reactants CS(C)=O.C(Cl)(=O)C(Cl)=O.[C:11]([O:15][C:16]([N:18]1[CH2:22][CH2:21][C@@H:20]([CH2:23][NH:24][C:25]([O:27][C:28]([CH3:31])([CH3:30])[CH3:29])=[O:26])[C@@H:19]1[CH2:32][OH:33])=[O:17])([CH3:14])([CH3:13])[CH3:12].C(N(CC)CC)C, predict the reaction product. The product is: [C:11]([O:15][C:16]([N:18]1[CH2:22][CH2:21][C@@H:20]([CH2:23][NH:24][C:25]([O:27][C:28]([CH3:31])([CH3:30])[CH3:29])=[O:26])[C@@H:19]1[CH:32]=[O:33])=[O:17])([CH3:13])([CH3:12])[CH3:14]. (5) Given the reactants C([O:3][C:4](=[O:22])[C:5]([CH3:21])([CH3:20])[CH2:6][C:7]1[CH:8]=[C:9]([O:18][CH3:19])[C:10]2[O:14][C:13]([CH3:16])([CH3:15])[CH2:12][C:11]=2[CH:17]=1)C.[OH-].[Na+].Cl, predict the reaction product. The product is: [CH3:19][O:18][C:9]1[C:10]2[O:14][C:13]([CH3:16])([CH3:15])[CH2:12][C:11]=2[CH:17]=[C:7]([CH2:6][C:5]([CH3:21])([CH3:20])[C:4]([OH:22])=[O:3])[CH:8]=1. (6) Given the reactants CC(C)(C)C(C1C(CC(C)(C)C(OCC)=O)=C(C(C2C=CC=CC=2)=O)N2C=1C=C(O)C=C2)=O.[Cl:34][C:35]1[CH:40]=[CH:39][C:38]([C:41]([C:43]2[N:51]3[C:46]([CH:47]=[C:48]([OH:52])[CH:49]=[CH:50]3)=[C:45]([C:53](=[O:58])[C:54]([CH3:57])([CH3:56])[CH3:55])[C:44]=2[CH2:59][C:60]([CH3:67])([CH3:66])[C:61]([O:63][CH2:64][CH3:65])=[O:62])=[O:42])=[CH:37][CH:36]=1.Cl.Cl[CH2:70][C:71]1[CH:80]=[CH:79][C:78]2[C:73](=[CH:74][CH:75]=[CH:76][CH:77]=2)[N:72]=1.C(=O)([O-])[O-].[K+].[K+], predict the reaction product. The product is: [Cl:34][C:35]1[CH:36]=[CH:37][C:38]([C:41]([C:43]2[N:51]3[C:46]([CH:47]=[C:48]([O:52][CH2:70][C:71]4[CH:80]=[CH:79][C:78]5[C:73](=[CH:74][CH:75]=[CH:76][CH:77]=5)[N:72]=4)[CH:49]=[CH:50]3)=[C:45]([C:53](=[O:58])[C:54]([CH3:56])([CH3:57])[CH3:55])[C:44]=2[CH2:59][C:60]([CH3:66])([CH3:67])[C:61]([O:63][CH2:64][CH3:65])=[O:62])=[O:42])=[CH:39][CH:40]=1. (7) Given the reactants [F:1][C:2]1[CH:7]=[C:6]([F:8])[CH:5]=[CH:4][C:3]=1[N:9]1[N:17]=[C:16]([NH2:18])[C:15]2[CH:14]3[CH2:19][CH:11]([CH2:12][CH2:13]3)[C:10]1=2.C([O-])([O-])=O.[K+].[K+].[CH2:26](Br)[C:27]1[CH:32]=[CH:31][CH:30]=[CH:29][CH:28]=1.O, predict the reaction product. The product is: [CH2:26]([N:18]([CH2:19][C:11]1[CH:12]=[CH:13][CH:14]=[CH:15][CH:10]=1)[C:16]1[C:15]2[CH:14]3[CH2:19][CH:11]([CH2:12][CH2:13]3)[C:10]=2[N:9]([C:3]2[CH:4]=[CH:5][C:6]([F:8])=[CH:7][C:2]=2[F:1])[N:17]=1)[C:27]1[CH:32]=[CH:31][CH:30]=[CH:29][CH:28]=1.